Task: Regression. Given a peptide amino acid sequence and an MHC pseudo amino acid sequence, predict their binding affinity value. This is MHC class I binding data.. Dataset: Peptide-MHC class I binding affinity with 185,985 pairs from IEDB/IMGT (1) The peptide sequence is KAVRLIKFLY. The MHC is HLA-A02:03 with pseudo-sequence HLA-A02:03. The binding affinity (normalized) is 0. (2) The peptide sequence is HMYISKKAK. The MHC is HLA-B51:01 with pseudo-sequence HLA-B51:01. The binding affinity (normalized) is 0. (3) The peptide sequence is RRQDILDLWI. The binding affinity (normalized) is 0.126. The MHC is HLA-B54:01 with pseudo-sequence HLA-B54:01. (4) The peptide sequence is VYNFATCGI. The MHC is HLA-A24:02 with pseudo-sequence HLA-A24:02. The binding affinity (normalized) is 0.483. (5) The peptide sequence is ATTILTPMLR. The MHC is HLA-A31:01 with pseudo-sequence HLA-A31:01. The binding affinity (normalized) is 0.598. (6) The peptide sequence is YHSNVKEL. The MHC is HLA-A29:02 with pseudo-sequence HLA-A29:02. The binding affinity (normalized) is 0. (7) The peptide sequence is STKTFITVNI. The MHC is HLA-A02:01 with pseudo-sequence HLA-A02:01. The binding affinity (normalized) is 0.00557.